Dataset: Reaction yield outcomes from USPTO patents with 853,638 reactions. Task: Predict the reaction yield, written as a fraction of the theoretical maximum amount of product (1.0 means a 100% yield; for example, 0.34 means a 34% yield). (1) The reactants are Br[C:2]1[N:3]=[C:4]([NH:15][CH2:16][CH2:17][CH:18]2[CH2:23][CH2:22][O:21][CH2:20][CH2:19]2)[C:5]([NH:8][CH2:9][C:10]([O:12]CC)=O)=[N:6][CH:7]=1.Br[C:25]1[C:26]([NH:32][CH2:33][C:34](OCC)=O)=[N:27][CH:28]=[C:29](Br)N=1.O1CCC(CCN)C[CH2:40]1. The catalyst is CS(C)=O. The product is [NH:27]1[C:26]2=[N:32][CH:33]=[C:34]([C:2]3[N:3]=[C:4]4[N:15]([CH2:16][CH2:17][CH:18]5[CH2:19][CH2:20][O:21][CH2:22][CH2:23]5)[C:10](=[O:12])[CH2:9][NH:8][C:5]4=[N:6][CH:7]=3)[CH:40]=[C:25]2[CH:29]=[CH:28]1. The yield is 0.440. (2) The reactants are [N+:1]([O-:4])([O-])=O.[Ce+4].[NH4+].[N+]([O-])([O-])=O.[N+]([O-])([O-])=O.[N+]([O-])([O-])=O.[N+]([O-])([O-])=O.[CH2:23]([O:25][C:26](=[O:49])[C:27]1[CH:32]=[CH:31][C:30]([CH2:33][C:34]2ON=[C:36]([CH2:39][O:40]C3C=CC(OC)=CC=3)[N:35]=2)=[CH:29][CH:28]=1)[CH3:24].[Na].C(OCC)(=O)C. The catalyst is C(#N)C.O. The product is [CH2:23]([O:25][C:26](=[O:49])[C:27]1[CH:32]=[CH:31][C:30]([CH2:33][C:34]2[O:4][N:1]=[C:36]([CH2:39][OH:40])[N:35]=2)=[CH:29][CH:28]=1)[CH3:24]. The yield is 0.810.